This data is from Reaction yield outcomes from USPTO patents with 853,638 reactions. The task is: Predict the reaction yield, written as a fraction of the theoretical maximum amount of product (1.0 means a 100% yield; for example, 0.34 means a 34% yield). (1) The reactants are C(OC([N:8]1[CH2:13][CH2:12][CH:11]([NH:14][C:15]2[CH:16]=[C:17]([Cl:33])[CH:18]=[C:19]3[C:23]=2[NH:22][C:21]([CH2:24][CH2:25][N:26]2[CH2:31][CH2:30][NH:29][C:28](=[O:32])[CH2:27]2)=[CH:20]3)[CH2:10][CH2:9]1)=O)(C)(C)C.FC(F)(F)C(O)=O. The catalyst is ClCCl. The product is [Cl:33][C:17]1[CH:18]=[C:19]2[C:23](=[C:15]([NH:14][CH:11]3[CH2:10][CH2:9][NH:8][CH2:13][CH2:12]3)[CH:16]=1)[NH:22][C:21]([CH2:24][CH2:25][N:26]1[CH2:31][CH2:30][NH:29][C:28](=[O:32])[CH2:27]1)=[CH:20]2. The yield is 0.600. (2) The reactants are [F:1][C:2]1[CH:3]=[CH:4][C:5]([C:8]2[C:12]([CH2:13][OH:14])=[C:11]([CH3:15])[O:10][N:9]=2)=[N:6][CH:7]=1.[CH3:16][O:17][C:18]([C:20]1[CH:25]=[CH:24][C:23](O)=[CH:22][N:21]=1)=[O:19].C1(P(C2C=CC=CC=2)C2C=CC=CC=2)C=CC=CC=1.N(C(OCC)=O)=NC(OCC)=O. The catalyst is C1COCC1. The product is [CH3:16][O:17][C:18]([C:20]1[CH:25]=[CH:24][C:23]([O:14][CH2:13][C:12]2[C:8]([C:5]3[CH:4]=[CH:3][C:2]([F:1])=[CH:7][N:6]=3)=[N:9][O:10][C:11]=2[CH3:15])=[CH:22][N:21]=1)=[O:19]. The yield is 0.760.